From a dataset of Reaction yield outcomes from USPTO patents with 853,638 reactions. Predict the reaction yield, written as a fraction of the theoretical maximum amount of product (1.0 means a 100% yield; for example, 0.34 means a 34% yield). (1) The reactants are CC1(C)CCCC(C)(C)N1.C(=O)=O.[Li][CH2:15][CH2:16][CH2:17][CH3:18].[C:19]([OH:27])(=[O:26])[C:20]1C=[CH:24][N:23]=[CH:22][CH:21]=1.C(=O)CC. The catalyst is C1COCC1. The product is [CH2:17]([CH:16]1[C:15]2[CH:24]=[N:23][CH:22]=[CH:21][C:20]=2[C:19](=[O:26])[O:27]1)[CH3:18]. The yield is 0.100. (2) The reactants are Cl[C:2]1[CH:7]=[CH:6][CH:5]=[C:4]([N+:8]([O-:10])=[O:9])[CH:3]=1.[CH3:11][N:12]1[CH2:17][CH2:16][NH:15][CH2:14][CH2:13]1. No catalyst specified. The product is [CH3:11][N:12]1[CH2:17][CH2:16][N:15]([C:2]2[CH:7]=[CH:6][CH:5]=[C:4]([N+:8]([O-:10])=[O:9])[CH:3]=2)[CH2:14][CH2:13]1. The yield is 0.780.